From a dataset of Forward reaction prediction with 1.9M reactions from USPTO patents (1976-2016). Predict the product of the given reaction. (1) Given the reactants [CH3:1][O:2][C:3](=[O:13])[CH2:4][S:5][CH2:6][C:7]1[CH:12]=[CH:11][CH:10]=[CH:9][CH:8]=1.[CH:14]1[CH:19]=[CH:18][C:17]([CH2:20]Br)=[CH:16][CH:15]=1, predict the reaction product. The product is: [CH2:6]([S:5][CH:4]([CH2:20][C:17]1[CH:18]=[CH:19][CH:14]=[CH:15][CH:16]=1)[C:3]([O:2][CH3:1])=[O:13])[C:7]1[CH:12]=[CH:11][CH:10]=[CH:9][CH:8]=1. (2) Given the reactants [C:1]([O:7][CH3:8])(=[O:6])[CH2:2][C:3]([CH3:5])=O.[C:9]([NH2:12])(=[O:11])[CH3:10].O.C1(C)C=CC(S(O)(=O)=O)=CC=1.O, predict the reaction product. The product is: [C:9]([NH:12]/[C:3](/[CH3:5])=[CH:2]\[C:1]([O:7][CH3:8])=[O:6])(=[O:11])[CH3:10]. (3) Given the reactants [Cl:1][C:2]1[CH:3]=[CH:4][C:5]([CH3:11])=[C:6]([CH:10]=1)[C:7]([OH:9])=[O:8].S(=O)(=O)(O)O.[I:17]N1C(C)(C)C(=O)N(I)C1=O, predict the reaction product. The product is: [Cl:1][C:2]1[CH:3]=[C:4]([I:17])[C:5]([CH3:11])=[C:6]([CH:10]=1)[C:7]([OH:9])=[O:8].